Dataset: Catalyst prediction with 721,799 reactions and 888 catalyst types from USPTO. Task: Predict which catalyst facilitates the given reaction. (1) The catalyst class is: 7. Reactant: [CH3:1][N:2]1[C:7](=[O:8])[CH:6]=[CH:5][C:4]([C:9](=[O:28])[CH2:10][CH:11]([C:19]2[CH:27]=[CH:26][C:22]([C:23]([OH:25])=O)=[CH:21][CH:20]=2)[C:12]2[CH:17]=[CH:16][CH:15]=[CH:14][C:13]=2C)=[CH:3]1.[CH3:29][NH:30][CH2:31][CH2:32][OH:33].[CH3:34]N([P+](ON1N=NC2C=CC=CC1=2)(N(C)C)N(C)C)C.F[P-](F)(F)(F)(F)F. Product: [OH:33][CH2:32][CH2:31][N:30]([CH3:29])[C:23](=[O:25])[C:22]1[CH:21]=[CH:20][C:19]([CH:11]([C:12]2[CH:17]=[CH:16][CH:15]=[CH:14][C:13]=2[CH3:34])[CH2:10][C:9]([C:4]2[CH:5]=[CH:6][C:7](=[O:8])[N:2]([CH3:1])[CH:3]=2)=[O:28])=[CH:27][CH:26]=1. (2) Reactant: C([O:3][C:4](=[O:28])[CH2:5][N:6]1[C:10](=[O:11])[N:9]([CH2:12][C:13]2[CH:18]=[CH:17][C:16]([O:19][CH3:20])=[CH:15][CH:14]=2)[C:8]([C:21]2[CH:26]=[CH:25][C:24]([Cl:27])=[CH:23][CH:22]=2)=[N:7]1)C.[OH-].[K+].Cl. Product: [Cl:27][C:24]1[CH:25]=[CH:26][C:21]([C:8]2[N:9]([CH2:12][C:13]3[CH:18]=[CH:17][C:16]([O:19][CH3:20])=[CH:15][CH:14]=3)[C:10](=[O:11])[N:6]([CH2:5][C:4]([OH:28])=[O:3])[N:7]=2)=[CH:22][CH:23]=1. The catalyst class is: 5. (3) Reactant: Cl.[F:2][C:3]1[CH:8]=[CH:7][C:6]([C:9](=[O:21])[CH2:10][C:11](SC2C=CC(Cl)=CC=2)=[NH:12])=[CH:5][CH:4]=1.[CH3:22][O:23][C:24]1[CH:30]=[C:29]([F:31])[C:27]([NH2:28])=[C:26]([F:32])[CH:25]=1. Product: [F:31][C:29]1[CH:30]=[C:24]([O:23][CH3:22])[CH:25]=[C:26]([F:32])[C:27]=1[NH:28][C:11](=[NH:12])[CH2:10][C:9]([C:6]1[CH:5]=[CH:4][C:3]([F:2])=[CH:8][CH:7]=1)=[O:21]. The catalyst class is: 15. (4) Reactant: C(OC([NH:8][CH2:9][C:10]1[CH:15]=[CH:14][C:13]([C:16]2[CH:17]=[CH:18][N:19]3[C:24]([C:25]=2[CH3:26])=[C:23]([CH:27]2[CH2:29][CH2:28]2)[CH:22]=[C:21]([C:30]([OH:32])=[O:31])[C:20]3=[O:33])=[CH:12][C:11]=1[F:34])=O)(C)(C)C.[ClH:35].O1CCOCC1. Product: [ClH:35].[NH2:8][CH2:9][C:10]1[CH:15]=[CH:14][C:13]([C:16]2[CH:17]=[CH:18][N:19]3[C:24]([C:25]=2[CH3:26])=[C:23]([CH:27]2[CH2:28][CH2:29]2)[CH:22]=[C:21]([C:30]([OH:32])=[O:31])[C:20]3=[O:33])=[CH:12][C:11]=1[F:34]. The catalyst class is: 10. (5) Reactant: C(OC([N:8]1[CH2:13][CH2:12][N:11]([C:14]2[CH:19]=[CH:18][C:17]([O:20][CH2:21][CH2:22][CH2:23][O:24][CH2:25][C:26]3[CH:31]=[CH:30][CH:29]=[CH:28][C:27]=3[F:32])=[CH:16][CH:15]=2)[C@@H:10]([CH2:33][O:34][C:35]2[CH:44]=[CH:43][C:42]3[C:37](=[CH:38][CH:39]=[CH:40][CH:41]=3)[CH:36]=2)[CH2:9]1)=O)(C)(C)C.C(Cl)(=O)C. Product: [F:32][C:27]1[CH:28]=[CH:29][CH:30]=[CH:31][C:26]=1[CH2:25][O:24][CH2:23][CH2:22][CH2:21][O:20][C:17]1[CH:16]=[CH:15][C:14]([N:11]2[CH2:12][CH2:13][NH:8][CH2:9][C@@H:10]2[CH2:33][O:34][C:35]2[CH:44]=[CH:43][C:42]3[C:37](=[CH:38][CH:39]=[CH:40][CH:41]=3)[CH:36]=2)=[CH:19][CH:18]=1. The catalyst class is: 5. (6) Reactant: [Br:1]Br.[CH3:3][O:4][C:5]1[CH:6]=[C:7]([C:11](=[O:13])[CH3:12])[CH:8]=[CH:9][CH:10]=1. Product: [Br:1][CH2:12][C:11]([C:7]1[CH:8]=[CH:9][CH:10]=[C:5]([O:4][CH3:3])[CH:6]=1)=[O:13]. The catalyst class is: 27. (7) Reactant: C[O:2][C:3](=[O:29])[C:4]1[CH:9]=[CH:8][C:7]([C:10](=[O:28])[C:11]([C:13]2[CH:18]=[C:17]([C:19]3[S:20][CH:21]=[CH:22][CH:23]=3)[C:16]([O:24][CH3:25])=[C:15]([O:26][CH3:27])[CH:14]=2)=C)=[CH:6][CH:5]=1.C1COCC1.CO.[OH-].[Na+]. Product: [CH3:27][O:26][C:15]1[CH:14]=[C:13]([CH2:11][C:10]([C:7]2[CH:6]=[CH:5][C:4]([C:3]([OH:29])=[O:2])=[CH:9][CH:8]=2)=[O:28])[CH:18]=[C:17]([C:19]2[S:20][CH:21]=[CH:22][CH:23]=2)[C:16]=1[O:24][CH3:25]. The catalyst class is: 161. (8) Reactant: [C:1]([O:4][C:5]1[C:14]([CH3:15])=[CH:13][C:12](/[CH:16]=[CH:17]\[CH2:18][OH:19])=[CH:11][C:6]=1[C:7]([O:9][CH3:10])=[O:8])(=[O:3])[CH3:2]. Product: [C:1]([O:4][C:5]1[C:14]([CH3:15])=[CH:13][C:12]([CH2:16][CH2:17][CH2:18][OH:19])=[CH:11][C:6]=1[C:7]([O:9][CH3:10])=[O:8])(=[O:3])[CH3:2]. The catalyst class is: 350.